Dataset: Catalyst prediction with 721,799 reactions and 888 catalyst types from USPTO. Task: Predict which catalyst facilitates the given reaction. (1) Reactant: [F:1][C:2]1[CH:7]=[CH:6][CH:5]=[CH:4][C:3]=1[C:8]1([C:14]([OH:16])=O)[CH2:13][CH2:12][O:11][CH2:10][CH2:9]1.C(Cl)(=O)C(Cl)=O.[C:23]([O:31][CH2:32][CH3:33])(=[O:30])[CH2:24][C:25]([O:27][CH2:28][CH3:29])=[O:26].[Mg+2].[Cl-].[Cl-]. Product: [F:1][C:2]1[CH:7]=[CH:6][CH:5]=[CH:4][C:3]=1[C:8]1([C:14]([CH:24]([C:25]([O:27][CH2:28][CH3:29])=[O:26])[C:23]([O:31][CH2:32][CH3:33])=[O:30])=[O:16])[CH2:9][CH2:10][O:11][CH2:12][CH2:13]1. The catalyst class is: 59. (2) Reactant: [F:1][C:2]1[CH:7]=[CH:6][C:5]([C:8]2([CH2:15][O:16][CH2:17][C:18]3[N:23]=[C:22]([C:24]#[N:25])[CH:21]=[C:20]([C:26]([F:29])([F:28])[F:27])[CH:19]=3)[CH2:13][CH2:12][N:11]([CH3:14])[CH2:10][CH2:9]2)=[CH:4][CH:3]=1.[NH2:30]O.C([O:39][CH2:40]C)(OCC)OCC.B(F)(F)F.CCOCC. Product: [F:1][C:2]1[CH:7]=[CH:6][C:5]([C:8]2([CH2:15][O:16][CH2:17][C:18]3[N:23]=[C:22]([C:24]4[N:30]=[CH:40][O:39][N:25]=4)[CH:21]=[C:20]([C:26]([F:27])([F:29])[F:28])[CH:19]=3)[CH2:13][CH2:12][N:11]([CH3:14])[CH2:10][CH2:9]2)=[CH:4][CH:3]=1. The catalyst class is: 8. (3) Reactant: CC(OC([NH:8][CH2:9][CH2:10][CH2:11][CH2:12][C@@H:13]([C:15]([O:17]C(C)(C)C)=[O:16])[NH2:14])=O)(C)C.Cl.[CH2:23]([C@@:27]1([CH2:50][CH3:51])[NH:33][C@H:32]([C:34]2[CH:39]=[CH:38][CH:37]=[CH:36][CH:35]=2)[C:31]2[CH:40]=[C:41]([O:46][CH3:47])[C:42]([CH:44]=O)=[CH:43][C:30]=2[S:29](=[O:49])(=[O:48])[CH2:28]1)[CH2:24][CH2:25][CH3:26].O1CCOCC1. Product: [CH2:23]([C@@:27]1([CH2:50][CH3:51])[NH:33][C@H:32]([C:34]2[CH:39]=[CH:38][CH:37]=[CH:36][CH:35]=2)[C:31]2[CH:40]=[C:41]([O:46][CH3:47])[C:42]([CH2:44][NH:14][C@H:13]([C:15]([OH:17])=[O:16])[CH2:12][CH2:11][CH2:10][CH2:9][NH2:8])=[CH:43][C:30]=2[S:29](=[O:48])(=[O:49])[CH2:28]1)[CH2:24][CH2:25][CH3:26]. The catalyst class is: 2. (4) Reactant: [Br:1][C:2]1[C:3]([C:11]([OH:13])=[O:12])=[N:4][C:5]([CH:8]([CH3:10])[CH3:9])=[N:6][CH:7]=1.S(Cl)(Cl)=O.[C:18]([O-])([O-])=O.[Na+].[Na+]. The catalyst class is: 191. Product: [CH3:18][O:12][C:11]([C:3]1[C:2]([Br:1])=[CH:7][N:6]=[C:5]([CH:8]([CH3:9])[CH3:10])[N:4]=1)=[O:13]. (5) Reactant: [CH3:1][C:2]1[CH:7]=[CH:6][N:5]=[C:4]([S:8][CH3:9])[N:3]=1.[F:10][C:11]1[CH:21]=[CH:20][C:14]([C:15](OCC)=[O:16])=[CH:13][CH:12]=1.C[Si]([N-][Si](C)(C)C)(C)C.[Li+]. Product: [F:10][C:11]1[CH:21]=[CH:20][C:14]([C:15](=[O:16])[CH2:1][C:2]2[CH:7]=[CH:6][N:5]=[C:4]([S:8][CH3:9])[N:3]=2)=[CH:13][CH:12]=1. The catalyst class is: 7. (6) The catalyst class is: 39. Reactant: [CH:1]([C:3]1[NH:7][C:6]([C:8]([OH:10])=O)=[C:5]([CH3:11])[CH:4]=1)=[O:2].C1C=CC2N(O)N=NC=2C=1.C(Cl)CCl.[NH:26]1[CH2:31][CH2:30][O:29][CH2:28][CH2:27]1. Product: [CH3:11][C:5]1[CH:4]=[C:3]([CH:1]=[O:2])[NH:7][C:6]=1[C:8]([N:26]1[CH2:31][CH2:30][O:29][CH2:28][CH2:27]1)=[O:10].